This data is from Forward reaction prediction with 1.9M reactions from USPTO patents (1976-2016). The task is: Predict the product of the given reaction. (1) The product is: [C:22]([O:21][C:20](=[O:26])[NH:19][CH2:16][C:17]#[C:18][C:2]1[CH:7]=[CH:6][C:5]([N+:8]([O-:10])=[O:9])=[CH:4][C:3]=1[C:11]1[O:15][CH:14]=[N:13][CH:12]=1)([CH3:25])([CH3:24])[CH3:23]. Given the reactants Br[C:2]1[CH:7]=[CH:6][C:5]([N+:8]([O-:10])=[O:9])=[CH:4][C:3]=1[C:11]1[O:15][CH:14]=[N:13][CH:12]=1.[CH2:16]([NH:19][C:20](=[O:26])[O:21][C:22]([CH3:25])([CH3:24])[CH3:23])[C:17]#[CH:18].O, predict the reaction product. (2) Given the reactants Cl.ClC1C(OCC2CCNCC2)=CC(F)=C(C=1)C(OC(C)(C)C)=O.Cl.[CH:26]1([C:29]2[C:30]([O:40][CH2:41][C:42]3([CH3:46])[CH2:45][NH:44][CH2:43]3)=[CH:31][C:32]([F:39])=[C:33]([CH:38]=2)[C:34]([O:36][CH3:37])=[O:35])[CH2:28][CH2:27]1.CC1C=CC(S(O[C@@H](C2C=C(Cl)C=C(Cl)C=2)C)(=O)=O)=CC=1.Br[CH:69]([C:78]1[CH:83]=[CH:82][CH:81]=[CH:80][CH:79]=1)[C:70]1[CH:75]=[C:74]([Cl:76])[CH:73]=[C:72]([Cl:77])[CH:71]=1.[I-], predict the reaction product. The product is: [CH:26]1([C:29]2[C:30]([O:40][CH2:41][C:42]3([CH3:46])[CH2:43][N:44]([CH:69]([C:70]4[CH:71]=[C:72]([Cl:77])[CH:73]=[C:74]([Cl:76])[CH:75]=4)[C:78]4[CH:83]=[CH:82][CH:81]=[CH:80][CH:79]=4)[CH2:45]3)=[CH:31][C:32]([F:39])=[C:33]([CH:38]=2)[C:34]([O:36][CH3:37])=[O:35])[CH2:27][CH2:28]1.